This data is from Experimentally validated miRNA-target interactions with 360,000+ pairs, plus equal number of negative samples. The task is: Binary Classification. Given a miRNA mature sequence and a target amino acid sequence, predict their likelihood of interaction. (1) The miRNA is hsa-miR-125b-1-3p with sequence ACGGGUUAGGCUCUUGGGAGCU. The protein sequence of the target gene is MTTAILERLSTLSMSGQQLRRLPKILEEGLPKMPCTVPETDVPQLFREPYIHAGYRPTGHEWRYYFFSLFQKHNEVVNVWTHLLAALAVLLRFWAFVEAGALQWASPHTLPLLLFILSSITYLTCSLLAHLLQSKSELSHYTFYFVDYVGVSVYQYGSALAHFFYSSDQAWYELFWIFFLPAAAFCGWLSCAGCCYAKYRYRRPYPVMRKICQVVPAGLAFVLDISPVAHRVALCHLAGCQEQAAWYHTLQILFFLVSAYFFSCPVPEKYFPGSCDIVGHGHQIFHAFLSVCTLSQLEAI.... Result: 0 (no interaction). (2) The miRNA is hsa-miR-8066 with sequence CAAUGUGAUCUUUUGGAUGUA. The protein sequence of the target gene is MEGMDVDLDPELMQKFSCLGTTDKDVLISEFQRLLGFQLNPAGCAFFLDMTNWNLQAAIGAYYDFESPNISVPSMSFVEDVTIGEGESIPPDTQFVKTWRIQNSGAEAWPPGVCLKYVGGDQFGHVNMVMVRSLEPQEIADVSVQMCSPSRAGMYQGQWRMCTATGLYYGDVIWVILSVEVGGLLGVTQQLSSFETEFNTQPHRKVEGNFNPFASPQKNRQSDENNLKDPGGSEFDSISKNTWAPAPDTWAPAPDQTEQDQNRLSQNSVNLSPSSHANNLSVVTYSKGLHGPYPFGQS. Result: 0 (no interaction). (3) The miRNA is hsa-miR-3678-5p with sequence UCCGUACAAACUCUGCUGUG. Result: 0 (no interaction). The protein sequence of the target gene is MVPLVAVVSGPRAQLFACLLRLGTQQVGPLQLHTGASHAARNHYEVLVLGGGSGGITMAARMKRKVGAENVAIVEPSERHFYQPIWTLVGAGAKQLSSSGRPTASVIPSGVEWIKARVTELNPDKNCIHTDDDEKISYRYLIIALGIQLDYEKIKGLPEGFAHPKIGSNYSVKTVEKTWKALQDFKEGNAIFTFPNTPVKCAGAPQKIMYLSEAYFRKTGKRSKANIIFNTSLGAIFGVKKYADALQEIIQERNLTVNYKKNLIEVRADKQEAVFENLDKPGETQVISYEMLHVTPPMSP.... (4) The miRNA is mmu-miR-206-3p with sequence UGGAAUGUAAGGAAGUGUGUGG. The protein sequence of the target gene is MDTKTQSLPNTHAQPHSNSRPQSHACHHCSCSQHCQSRSRSRSCRSRSSSRRPRSHRSPTGRQGQSPGPSPPLRRHRHTMHSHQCPSRPVTHSCSHSKNRKNLEGKVIKRKQVKRSKQVYKRKRQSSGRKYN. Result: 0 (no interaction). (5) The protein sequence of the target gene is MGLRIHFVVDPHGWCCMGLIVFVWLYNIVLIPKIVLFPHYEEGHIPGILIIIFYGISIFCLVALVRASITDPGRLPENPKIPHGEREFWELCNKCNLMRPKRSHHCSRCGHCVRRMDHHCPWINNCVGEDNHWLFLQLCFYTELLTCYALMFSFCHYYYFLPLKKRNLDLFVFRHELAIMRLAAFMGITMLVGITGLFYTQLIGIITDTTSIEKMSNCCEDISRPRKPWQQTFSEVFGTRWKILWFIPFRQRQPLRVPYHFANHV. Result: 1 (interaction). The miRNA is hsa-miR-4668-3p with sequence GAAAAUCCUUUUUGUUUUUCCAG. (6) Result: 0 (no interaction). The protein sequence of the target gene is MGLLTILKKMKQKERDVRLLMLGLDNAGKTTILKKFNGEDVDTISPTLGFNIKTLEHRGFKLNIWDVGGQKSLRSYWRNYFESTDGLIWVVDSADRQRMQDCQRELQSLLVEERLAGATLLIFANKQDLPGALSCNAIQEALELDSIRSHHWRIQGCSAVTGEDLLPGIDWLLDDISSRVFTAD. The miRNA is rno-miR-338-3p with sequence UCCAGCAUCAGUGAUUUUGUUGA. (7) The miRNA is hsa-miR-505-3p with sequence CGUCAACACUUGCUGGUUUCCU. The protein sequence of the target gene is MPLSLGAEMWGPEAWLRLLFLASFTGQYSAGELETSDVVTVVLGQDAKLPCFYRGDPDEQVGQVAWARVDPNEGIRELALLHSKYGLHVNPAYEDRVEQPPPPRDPLDGSVLLRNAVQADEGEYECRVSTFPAGSFQARMRLRVLVPPLPSLNPGPPLEEGQGLTLAASCTAEGSPAPSVTWDTEVKGTQSSRSFTHPRSAAVTSEFHLVPSRSMNGQPLTCVVSHPGLLQDRRITHTLQVAFLAEASVRGLEDQNLWQVGREGATLKCLSEGQPPPKYNWTRLDGPLPSGVRVKGDTLG.... Result: 0 (no interaction).